The task is: Predict the product of the given reaction.. This data is from Forward reaction prediction with 1.9M reactions from USPTO patents (1976-2016). (1) The product is: [CH3:12][O:13][C:14]1[CH:19]=[CH:18][C:17]([CH:20]([N:23]2[CH2:28][CH2:27][CH2:26][CH2:25][CH2:24]2)[CH2:21][NH:22][C:4](=[O:6])[C:3]2[CH:7]=[CH:8][CH:9]=[C:10]([CH3:11])[C:2]=2[CH3:1])=[CH:16][CH:15]=1. Given the reactants [CH3:1][C:2]1[C:10]([CH3:11])=[CH:9][CH:8]=[CH:7][C:3]=1[C:4]([OH:6])=O.[CH3:12][O:13][C:14]1[CH:19]=[CH:18][C:17]([CH:20]([N:23]2[CH2:28][CH2:27][CH2:26][CH2:25][CH2:24]2)[CH2:21][NH2:22])=[CH:16][CH:15]=1, predict the reaction product. (2) Given the reactants [NH2:1][C:2]1[CH:11]=[C:10]2[C:5]([CH:6]=[CH:7][N:8]=[C:9]2[N:12]2[CH2:17][CH2:16][N:15]([CH3:18])[CH2:14][CH2:13]2)=[CH:4][CH:3]=1.CCN(CC)CC.[Cl:26][C:27]1[CH:35]=[CH:34][C:30]([C:31](Cl)=[O:32])=[CH:29][CH:28]=1, predict the reaction product. The product is: [Cl:26][C:27]1[CH:35]=[CH:34][C:30]([C:31]([NH:1][C:2]2[CH:11]=[C:10]3[C:5]([CH:6]=[CH:7][N:8]=[C:9]3[N:12]3[CH2:13][CH2:14][N:15]([CH3:18])[CH2:16][CH2:17]3)=[CH:4][CH:3]=2)=[O:32])=[CH:29][CH:28]=1. (3) Given the reactants [Cl:1][C:2]1[N:7]=[C:6](Cl)[CH:5]=[C:4]([CH3:9])[N:3]=1.C(=O)([O-])[O-].[Na+].[Na+].[F:16][C:17]([F:28])([F:27])[C:18]1[CH:23]=[CH:22][C:21](B(O)O)=[CH:20][CH:19]=1, predict the reaction product. The product is: [Cl:1][C:2]1[N:3]=[C:4]([CH3:9])[CH:5]=[C:6]([C:21]2[CH:22]=[CH:23][C:18]([C:17]([F:28])([F:27])[F:16])=[CH:19][CH:20]=2)[N:7]=1. (4) The product is: [OH:8][CH2:9][C:10]1[C:18]2[O:17][N:16]=[C:15]([CH2:19][CH2:20][CH:21]3[CH2:22][CH2:23][N:24]([C:27]([O:29][C:30]([CH3:32])([CH3:31])[CH3:33])=[O:28])[CH2:25][CH2:26]3)[C:14]=2[CH:13]=[CH:12][C:11]=1[CH:34]=[CH2:35]. Given the reactants [Si]([O:8][CH2:9][C:10]1[C:18]2[O:17][N:16]=[C:15]([CH2:19][CH2:20][CH:21]3[CH2:26][CH2:25][N:24]([C:27]([O:29][C:30]([CH3:33])([CH3:32])[CH3:31])=[O:28])[CH2:23][CH2:22]3)[C:14]=2[CH:13]=[CH:12][C:11]=1[CH:34]=[CH2:35])(C(C)(C)C)(C)C.[F-].C([N+](CCCC)(CCCC)CCCC)CCC, predict the reaction product. (5) Given the reactants [CH3:1][C:2]1[O:3][C:4]([CH:7]=[CH:8][N+:9]([O-])=O)=[CH:5][CH:6]=1.[H-].[Al+3].[Li+].[H-].[H-].[H-], predict the reaction product. The product is: [CH3:1][C:2]1[O:3][C:4]([CH2:7][CH2:8][NH2:9])=[CH:5][CH:6]=1.